From a dataset of Drug-target binding data from BindingDB using IC50 measurements. Regression. Given a target protein amino acid sequence and a drug SMILES string, predict the binding affinity score between them. We predict pIC50 (pIC50 = -log10(IC50 in M); higher means more potent). Dataset: bindingdb_ic50. (1) The drug is CCOc1cc(CC(=O)N[C@@H](CC(C)C)c2ccccc2N2CCCCC2)ccc1C(=O)O. The target protein (Q09428) has sequence MPLAFCGSENHSAAYRVDQGVLNNGCFVDALNVVPHVFLLFITFPILFIGWGSQSSKVHIHHSTWLHFPGHNLRWILTFMLLFVLVCEIAEGILSDGVTESHHLHLYMPAGMAFMAAVTSVVYYHNIETSNFPKLLIALLVYWTLAFITKTIKFVKFLDHAIGFSQLRFCLTGLLVILYGMLLLVEVNVIRVRRYIFFKTPREVKPPEDLQDLGVRFLQPFVNLLSKGTYWWMNAFIKTAHKKPIDLRAIGKLPIAMRALTNYQRLCEAFDAQVRKDIQGTQGARAIWQALSHAFGRRLVLSSTFRILADLLGFAGPLCIFGIVDHLGKENDVFQPKTQFLGVYFVSSQEFLANAYVLAVLLFLALLLQRTFLQASYYVAIETGINLRGAIQTKIYNKIMHLSTSNLSMGEMTAGQICNLVAIDTNQLMWFFFLCPNLWAMPVQIIVGVILLYYILGVSALIGAAVIILLAPVQYFVATKLSQAQRSTLEYSNERLKQTN.... The pIC50 is 7.0. (2) The compound is O=C(Nc1ccc(C(F)(F)F)cc1)N1[C@@H]2CC[C@@H]1CC(S(=O)(=O)c1ccccn1)C2. The target protein (O35949) has sequence MDTSMNFSRGLKMDLMQPYDFETFQDLRPFLEEYWVSSFLIVVVYLLLIVVGQTYMRTRKSFSLQRPLILWSFFLAIFSILGTLRMWKFMATVMFTVGLKQTVCFAIYTDDAVVRFWSFLFLLSKVVELGDTAFIILRKRPLIFVHWYHHSTVLLFTSFGYKNKVPSGGWFMTMNFGVHSVMYTYYTMKAAKLKHPNLLPMVITSLQILQMVLGTIFGILNYIWRQEKGCHTTTEHFFWSFMLYGTYFILFAHFFHRAYLRPKGKVASKSQ. The pIC50 is 6.0. (3) The drug is C=CC(=O)NC1CCN(S(=O)(=O)c2ccc(NC(=O)OCc3ccccc3)cc2)CC1. The target protein (O95932) has sequence MAGIRVTKVDWQRSRNGAAHHTQEYPCPELVVRRGQSFSLTLELSRALDCEEILIFTMETGPRASEALHTKAVFQTSELERGEGWTAAREAQMEKTLTVSLASPPSAVIGRYLLSIRLSSHRKHSNRRLGEFVLLFNPWCAEDDVFLASEEERQEYVLSDSGIIFRGVEKHIRAQGWNYGQFEEDILNICLSILDRSPGHQNNPATDVSCRHNPIYVTRVISAMVNSNNDRGVVQGQWQGKYGGGTSPLHWRGSVAILQKWLKGRYKPVKYGQCWVFAGVLCTVLRCLGIATRVVSNFNSAHDTDQNLSVDKYVDSFGRTLEDLTEDSMWNFHVWNESWFARQDLGPSYNGWQVLDATPQEESEGVFRCGPASVTAIREGDVHLAHDGPFVFAEVNADYITWLWHEDESRERVYSNTKKIGRCISTKAVGSDSRVDITDLYKYPEGSRKERQVYSKAVNRLFGVEASGRRIWIRRAGGRCLWRDDLLEPATKPSIAGKFK.... The pIC50 is 5.0. (4) The drug is O=C(O)Cc1cccc(-c2cc(C(=O)CCCCC(=O)c3ccc(O[C@H]4O[C@H](CO)[C@@H](O)[C@@H](O)[C@@H]4O)c(-c4ccccc4CC(=O)O)c3)ccc2O[C@H]2O[C@H](CO)[C@@H](O)[C@@H](O)[C@@H]2O)c1. The target protein (P16109) has sequence MANCQIAILYQRFQRVVFGISQLLCFSALISELTNQKEVAAWTYHYSTKAYSWNISRKYCQNRYTDLVAIQNKNEIDYLNKVLPYYSSYYWIGIRKNNKTWTWVGTKKALTNEAENWADNEPNNKRNNEDCVEIYIKSPSAPGKWNDEHCLKKKHALCYTASCQDMSCSKQGECLETIGNYTCSCYPGFYGPECEYVRECGELELPQHVLMNCSHPLGNFSFNSQCSFHCTDGYQVNGPSKLECLASGIWTNKPPQCLAAQCPPLKIPERGNMTCLHSAKAFQHQSSCSFSCEEGFALVGPEVVQCTASGVWTAPAPVCKAVQCQHLEAPSEGTMDCVHPLTAFAYGSSCKFECQPGYRVRGLDMLRCIDSGHWSAPLPTCEAISCEPLESPVHGSMDCSPSLRAFQYDTNCSFRCAEGFMLRGADIVRCDNLGQWTAPAPVCQALQCQDLPVPNEARVNCSHPFGAFRYQSVCSFTCNEGLLLVGASVLQCLATGNWNS.... The pIC50 is 3.0. (5) The drug is C=CCOC(=O)C[C@H](NC(=O)[C@H](Cc1ccccc1)N(C)C(=O)[C@H](CCCN=C(N)NC(=O)NC)NC(=O)[C@@H](C)NC(=O)[C@H](CC(=O)O)NC(C)=O)C(=O)O. The target protein sequence is MSTNNTINAVAADDAAIMPSIANKKILMGFWHNWAAGASDGYQQGQFANMNLTDIPTEYNVVAVAFMKGQGIPTFKPYNLSDTEFRRQVGVLNSQGRAVLISLGGADAHIELKTGDEDKLKDEIIRLVEVYGFDGLDIDLEQAAIGAANNKTVLPAALKKVKDHYAAQGKNFIISMAPEFPYLRTNGTYLDYINALEGYYDFIAPQYYNQGGDGIWVDELNAWITQNNDAMKEDFLYYLTESLVTGTRGYAKIPAAKFVIGLPSNNDAAATGYVVNKQAVYNAFSRLDAKNLSIKGLMTWSINWDNGKSKAGVAYNWEFKTRYAPLIQGGVTPPPGKPNAPTALTVAELGATSLKLSWAAATGAFPIASYTVYRNGNPIGQTAGLSLADGGLTPATQYSYFVTATDSQGNTSLPSSALAVKTANDGTPPDPGAPEWQNNHSYKAGDVVSYKGKKYTCIQAHTSNAGWTPDAAFTLWQLIA. The pIC50 is 4.5. (6) The drug is CC1=C(/C=C/C(C)=C/C=C/C(C)=C/C(=O)O)C(C)(C)CCC1. The target protein sequence is MIDTLRPVPFASEMAISKTVAWLNEQLELGNEQLLLMDCRPQELYESSHIESAINVAIPGIMLRRLQKGNLPVRALFTRCEDRDRFTRRCGTDTVVLYDENSSDWNENTGGESVLGLLLKKLKDEGCRAFYLEGGFSKFQAEFALHCETNLDGSCSSSSPPLPVLGLGGLRISSDSSSDIESDLDRDPNSATDSDGSPLSNSQPSFPVEILPFLYLGCAKDSTNLDVLEEFGIKYILNVTPNLPNLFENAGEFKYKQIPISDHWSQNLSQFFPEAISFIDEARGKNCGVLVHCLAGISRSVTVTVAYLMQKLNLSMNDAYDIVKMKKSNISPNFNFMGQLLDFERTLGLSSPCDNRVPAQQLYFTAPSNQNVYQVDSLQST. The pIC50 is 4.3. (7) The compound is COc1cccc(NC(=O)N[C@H]2CCc3ccccc3N(CC(=O)N3CCCC3)C2=O)c1. The target protein (P32239) has sequence MELLKLNRSVQGTGPGPGASLCRPGAPLLNSSSVGNLSCEPPRIRGAGTRELELAIRITLYAVIFLMSVGGNMLIIVVLGLSRRLRTVTNAFLLSLAVSDLLLAVACMPFTLLPNLMGTFIFGTVICKAVSYLMGVSVSVSTLSLVAIALERYSAICRPLQARVWQTRSHAARVIVATWLLSGLLMVPYPVYTVVQPVGPRVLQCVHRWPSARVRQTWSVLLLLLLFFIPGVVMAVAYGLISRELYLGLRFDGDSDSDSQSRVRNQGGLPGAVHQNGRCRPETGAVGEDSDGCYVQLPRSRPALELTALTAPGPGSGSRPTQAKLLAKKRVVRMLLVIVVLFFLCWLPVYSANTWRAFDGPGAHRALSGAPISFIHLLSYASACVNPLVYCFMHRRFRQACLETCARCCPRPPRARPRALPDEDPPTPSIASLSRLSYTTISTLGPG. The pIC50 is 5.9.